From a dataset of Peptide-MHC class II binding affinity with 134,281 pairs from IEDB. Regression. Given a peptide amino acid sequence and an MHC pseudo amino acid sequence, predict their binding affinity value. This is MHC class II binding data. (1) The peptide sequence is LLTMKNKAWMVHRQW. The MHC is DRB1_1302 with pseudo-sequence DRB1_1302. The binding affinity (normalized) is 0.693. (2) The peptide sequence is REETQQKSNLELLRI. The MHC is DRB1_0405 with pseudo-sequence DRB1_0405. The binding affinity (normalized) is 0.328.